This data is from Reaction yield outcomes from USPTO patents with 853,638 reactions. The task is: Predict the reaction yield, written as a fraction of the theoretical maximum amount of product (1.0 means a 100% yield; for example, 0.34 means a 34% yield). (1) The reactants are [CH2:1]([S:3]([N:6]1[CH2:11][CH2:10][CH:9]([C:12]2[C:20]3[C:15](=[C:16]([C:30]([NH2:32])=[O:31])[CH:17]=[C:18](B4OC(C)(C)C(C)(C)O4)[CH:19]=3)[NH:14][CH:13]=2)[CH2:8][CH2:7]1)(=[O:5])=[O:4])[CH3:2].C(=O)([O-])[O-].[Na+].[Na+].Br[C:40]1[CH:41]=[N:42][N:43]([CH2:45][CH2:46][Cl:47])[CH:44]=1. The catalyst is O1CCOCC1.O.CCOC(C)=O.C1C=CC([P]([Pd]([P](C2C=CC=CC=2)(C2C=CC=CC=2)C2C=CC=CC=2)([P](C2C=CC=CC=2)(C2C=CC=CC=2)C2C=CC=CC=2)[P](C2C=CC=CC=2)(C2C=CC=CC=2)C2C=CC=CC=2)(C2C=CC=CC=2)C2C=CC=CC=2)=CC=1. The product is [Cl:47][CH2:46][CH2:45][N:43]1[CH:44]=[C:40]([C:18]2[CH:19]=[C:20]3[C:15](=[C:16]([C:30]([NH2:32])=[O:31])[CH:17]=2)[NH:14][CH:13]=[C:12]3[CH:9]2[CH2:10][CH2:11][N:6]([S:3]([CH2:1][CH3:2])(=[O:5])=[O:4])[CH2:7][CH2:8]2)[CH:41]=[N:42]1. The yield is 0.240. (2) The catalyst is C(Cl)Cl.O. The yield is 0.566. The reactants are [NH2:1][CH2:2][CH2:3][CH2:4][CH2:5][OH:6].[CH3:7][C:8]([O:11][C:12](O[C:12]([O:11][C:8]([CH3:10])([CH3:9])[CH3:7])=[O:13])=[O:13])([CH3:10])[CH3:9]. The product is [OH:6][CH2:5][CH2:4][CH2:3][CH2:2][NH:1][C:12](=[O:13])[O:11][C:8]([CH3:10])([CH3:9])[CH3:7]. (3) The reactants are [OH:1][C:2]1([C:15]2[S:16][C:17]([C:20]3[CH:25]=[C:24]([CH3:26])[CH:23]=[C:22]([NH:27][C:28]4[CH:33]=[C:32]([CH3:34])[CH:31]=[CH:30][N:29]=4)[N:21]=3)=[CH:18][N:19]=2)[C:10]2[C:5](=[CH:6][C:7]([C:11]([O:13]C)=[O:12])=[CH:8][CH:9]=2)[CH2:4][CH2:3]1.[OH-].[Na+]. No catalyst specified. The product is [OH:1][C:2]1([C:15]2[S:16][C:17]([C:20]3[CH:25]=[C:24]([CH3:26])[CH:23]=[C:22]([NH:27][C:28]4[CH:33]=[C:32]([CH3:34])[CH:31]=[CH:30][N:29]=4)[N:21]=3)=[CH:18][N:19]=2)[C:10]2[C:5](=[CH:6][C:7]([C:11]([OH:13])=[O:12])=[CH:8][CH:9]=2)[CH2:4][CH2:3]1. The yield is 0.690. (4) The reactants are [CH:1]1[C:10]2[C:5](=[CH:6][CH:7]=[CH:8][CH:9]=2)[CH:4]=[CH:3][C:2]=1[CH:11]=[CH:12][C:13](=[O:26])[CH:14]=[CH:15][C:16]1[CH:25]=[CH:24][C:23]2[C:18](=[CH:19][CH:20]=[CH:21][CH:22]=2)[CH:17]=1.[CH3:27][NH2:28].O. The catalyst is CN(C)C=O. The product is [CH:17]1[C:18]2[C:23](=[CH:22][CH:21]=[CH:20][CH:19]=2)[CH:24]=[CH:25][C:16]=1[CH:15]1[CH2:14][C:13](=[O:26])[CH2:12][CH:11]([C:2]2[CH:3]=[CH:4][C:5]3[C:10](=[CH:9][CH:8]=[CH:7][CH:6]=3)[CH:1]=2)[N:28]1[CH3:27]. The yield is 0.220. (5) The reactants are [C:1]([O:5][C:6](=[O:35])[N:7]([C:16]1[S:17][C@:18]2([CH2:33][OH:34])[C@H:20]([C@:21]([C:25]3[CH:30]=[C:29]([Br:31])[CH:28]=[CH:27][C:26]=3[F:32])([CH2:23][F:24])[N:22]=1)[CH2:19]2)[CH2:8][O:9][CH2:10][CH2:11][Si:12]([CH3:15])([CH3:14])[CH3:13])([CH3:4])([CH3:3])[CH3:2].[CH3:36][Si]([N-][Si](C)(C)C)(C)C.[Li+].IC. The catalyst is C1COCC1. The product is [C:1]([O:5][C:6](=[O:35])[N:7]([C:16]1[S:17][C@:18]2([CH2:33][O:34][CH3:36])[C@H:20]([C@:21]([C:25]3[CH:30]=[C:29]([Br:31])[CH:28]=[CH:27][C:26]=3[F:32])([CH2:23][F:24])[N:22]=1)[CH2:19]2)[CH2:8][O:9][CH2:10][CH2:11][Si:12]([CH3:13])([CH3:14])[CH3:15])([CH3:4])([CH3:2])[CH3:3]. The yield is 0.970.